The task is: Predict the product of the given reaction.. This data is from Forward reaction prediction with 1.9M reactions from USPTO patents (1976-2016). (1) Given the reactants [NH2:1][CH2:2][C:3]1[C:4]([Cl:19])=[C:5]2[C:9](=[CH:10][CH:11]=1)[N:8]([C:12]([O:14][C:15]([CH3:18])([CH3:17])[CH3:16])=[O:13])[CH:7]=[CH:6]2.[C:20](=N)([C:27]1[CH:32]=[CH:31][CH:30]=[CH:29][CH:28]=1)[C:21]1[CH:26]=[CH:25][CH:24]=[CH:23][CH:22]=1, predict the reaction product. The product is: [C:20](=[N:1][CH2:2][C:3]1[C:4]([Cl:19])=[C:5]2[C:9](=[CH:10][CH:11]=1)[N:8]([C:12]([O:14][C:15]([CH3:16])([CH3:18])[CH3:17])=[O:13])[CH:7]=[CH:6]2)([C:21]1[CH:26]=[CH:25][CH:24]=[CH:23][CH:22]=1)[C:27]1[CH:32]=[CH:31][CH:30]=[CH:29][CH:28]=1. (2) Given the reactants [CH3:1][C@@H:2]1[CH2:6][CH2:5][CH2:4][N:3]1[CH2:7][CH2:8][C:9]1[CH:14]=[CH:13][C:12]([C:15]2[CH:20]=[CH:19][C:18]([C:21]3([C:26]([OH:28])=[O:27])[CH2:25][CH2:24][CH2:23][CH2:22]3)=[CH:17][CH:16]=2)=[CH:11][CH:10]=1.Cl.[CH3:30]O, predict the reaction product. The product is: [CH3:1][C@@H:2]1[CH2:6][CH2:5][CH2:4][N:3]1[CH2:7][CH2:8][C:9]1[CH:14]=[CH:13][C:12]([C:15]2[CH:16]=[CH:17][C:18]([C:21]3([C:26]([O:28][CH3:30])=[O:27])[CH2:22][CH2:23][CH2:24][CH2:25]3)=[CH:19][CH:20]=2)=[CH:11][CH:10]=1. (3) Given the reactants [C:1]1([C:6]([N:8]2[CH2:13][CH2:12][NH:11][CH2:10][CH2:9]2)=[O:7])[CH2:5][CH2:4][CH2:3][CH:2]=1.Cl[C:15]1[N:24]=[C:23]([NH2:25])[C:22]2[C:17](=[CH:18][C:19]([O:28][CH3:29])=[C:20]([O:26][CH3:27])[CH:21]=2)[N:16]=1, predict the reaction product. The product is: [NH2:25][C:23]1[C:22]2[C:17](=[CH:18][C:19]([O:28][CH3:29])=[C:20]([O:26][CH3:27])[CH:21]=2)[N:16]=[C:15]([N:11]2[CH2:10][CH2:9][N:8]([C:6]([C:1]3[CH2:5][CH2:4][CH2:3][CH:2]=3)=[O:7])[CH2:13][CH2:12]2)[N:24]=1. (4) The product is: [CH3:19][S:16]([O:15][C:11]1[CH:12]=[CH:13][CH:14]=[C:9]([CH2:8][CH2:7][CH2:6][O:5][C:29]2[CH:30]=[C:31]3[C:26](=[CH:27][CH:28]=2)[CH2:25][N:24]([S:21]([CH3:20])(=[O:22])=[O:23])[CH2:33][CH2:32]3)[CH:10]=1)(=[O:17])=[O:18]. Given the reactants CS([O:5][CH2:6][CH2:7][CH2:8][C:9]1[CH:14]=[CH:13][CH:12]=[C:11]([O:15][S:16]([CH3:19])(=[O:18])=[O:17])[CH:10]=1)(=O)=O.[CH3:20][S:21]([N:24]1[CH2:33][CH2:32][C:31]2[C:26](=[CH:27][CH:28]=[C:29](O)[CH:30]=2)[CH2:25]1)(=[O:23])=[O:22], predict the reaction product. (5) Given the reactants C([O:5][C:6](=[O:36])[CH2:7][N:8]1[C:16]2[C:11](=[CH:12][CH:13]=[C:14]([O:17][C@@H:18]([C:20]3[S:24][C:23]([C:25]4[CH:30]=[CH:29][C:28]([C:31]([F:34])([F:33])[F:32])=[CH:27][CH:26]=4)=[N:22][C:21]=3[CH3:35])[CH3:19])[CH:15]=2)[CH:10]=[CH:9]1)(C)(C)C.[Li+].[OH-], predict the reaction product. The product is: [CH3:35][C:21]1[N:22]=[C:23]([C:25]2[CH:26]=[CH:27][C:28]([C:31]([F:33])([F:34])[F:32])=[CH:29][CH:30]=2)[S:24][C:20]=1[C@H:18]([O:17][C:14]1[CH:15]=[C:16]2[C:11]([CH:10]=[CH:9][N:8]2[CH2:7][C:6]([OH:36])=[O:5])=[CH:12][CH:13]=1)[CH3:19]. (6) Given the reactants [N:1]1[O:2][N:3]=[C:4]2[CH2:9][CH2:8][C:7]3[S:10][C:11]([NH:13][C:14]([CH:16]4[C:18]([CH3:20])([CH3:19])[C:17]4([CH3:22])[CH3:21])=[O:15])=[N:12][C:6]=3[C:5]=12.CC(C)([O-])C.[K+].[CH3:29][O:30][CH2:31][CH2:32]Br, predict the reaction product. The product is: [CH3:29][O:30][CH2:31][CH2:32][N:12]1[C:6]2[C:5]3=[N:1][O:2][N:3]=[C:4]3[CH2:9][CH2:8][C:7]=2[S:10]/[C:11]/1=[N:13]\[C:14]([CH:16]1[C:18]([CH3:20])([CH3:19])[C:17]1([CH3:22])[CH3:21])=[O:15]. (7) Given the reactants C([O:3][C:4](=[O:41])[CH2:5][CH2:6][CH2:7][O:8][C:9]1[CH:14]=[CH:13][CH:12]=[C:11]([CH2:15][CH2:16][CH2:17][CH2:18][CH2:19][CH2:20][O:21][C:22]2[CH:27]=[C:26]([C:28](=[O:32])[N:29]([CH3:31])[CH3:30])[CH:25]=[C:24](Br)[CH:23]=2)[C:10]=1[CH2:34][CH2:35][C:36]([O:38]CC)=[O:37])C.[O:42]1[C:46]2[CH:47]=[CH:48][C:49](B(O)O)=[CH:50][C:45]=2[CH2:44][CH2:43]1, predict the reaction product. The product is: [C:36]([CH2:35][CH2:34][C:10]1[C:11]([CH2:15][CH2:16][CH2:17][CH2:18][CH2:19][CH2:20][O:21][C:22]2[CH:27]=[C:26]([C:28](=[O:32])[N:29]([CH3:30])[CH3:31])[CH:25]=[C:24]([C:49]3[CH:48]=[CH:47][C:46]4[O:42][CH2:43][CH2:44][C:45]=4[CH:50]=3)[CH:23]=2)=[CH:12][CH:13]=[CH:14][C:9]=1[O:8][CH2:7][CH2:6][CH2:5][C:4]([OH:41])=[O:3])([OH:38])=[O:37]. (8) Given the reactants [Cl:1][C:2]1[CH:31]=[C:30]([Cl:32])[CH:29]=[CH:28][C:3]=1[CH2:4][O:5][CH2:6][C@H:7]1[O:11][CH:10]([O:12][CH3:13])[C@H:9](CC([O-])=O)[C@H:8]1[O:18][CH2:19][C:20]1[CH:25]=[CH:24][C:23]([Cl:26])=[CH:22][C:21]=1[Cl:27].C[O-:34].[Na+].Cl, predict the reaction product. The product is: [Cl:1][C:2]1[CH:31]=[C:30]([Cl:32])[CH:29]=[CH:28][C:3]=1[CH2:4][O:5][CH2:6][C@H:7]1[O:11][CH:10]([O:12][CH3:13])[C@H:9]([OH:34])[C@@H:8]1[O:18][CH2:19][C:20]1[CH:25]=[CH:24][C:23]([Cl:26])=[CH:22][C:21]=1[Cl:27].